This data is from Kir2.1 potassium channel HTS with 301,493 compounds. The task is: Binary Classification. Given a drug SMILES string, predict its activity (active/inactive) in a high-throughput screening assay against a specified biological target. (1) The molecule is s1c(CC(=O)NC(c2cc(OC)c(OC)cc2)C)ccc1. The result is 0 (inactive). (2) The molecule is Brc1cc(C(=O)N2CCCN(CC2)C)ccc1. The result is 0 (inactive).